Predict which catalyst facilitates the given reaction. From a dataset of Catalyst prediction with 721,799 reactions and 888 catalyst types from USPTO. (1) Product: [OH:2][CH2:1][C:3]1[CH:4]=[C:5]([C:14]([O:16][CH2:17][CH3:18])=[O:15])[C:6](=[O:13])[N:7]2[C:12]=1[CH:11]=[CH:10][CH:9]=[CH:8]2. Reactant: [CH:1]([C:3]1[CH:4]=[C:5]([C:14]([O:16][CH2:17][CH3:18])=[O:15])[C:6](=[O:13])[N:7]2[C:12]=1[CH:11]=[CH:10][CH:9]=[CH:8]2)=[O:2].ClCCl.[BH4-].[Na+]. The catalyst class is: 5. (2) Reactant: [CH2:1]([O:3][C:4]([N:6]1[CH2:13][CH:12]2[CH:8]([CH:9]([CH3:18])[C:10]3[CH:16]=[C:15]([CH3:17])[S:14][C:11]=32)[CH2:7]1)=[O:5])[CH3:2].C(Cl)(Cl)Cl.C1(C=CC(O)=CC=1)O.C1C(=O)N([Br:38])C(=O)C1. Product: [CH2:1]([O:3][C:4]([N:6]1[CH2:13][CH:12]2[CH:8]([CH:9]([CH3:18])[C:10]3[C:16]([Br:38])=[C:15]([CH3:17])[S:14][C:11]=32)[CH2:7]1)=[O:5])[CH3:2]. The catalyst class is: 52. (3) Reactant: [NH2:1][C:2]1[C:3]([C:25]#[N:26])=[N:4][C:5]([C:15]2[CH:20]=[CH:19][C:18](=[O:21])[N:17]([CH:22]([CH3:24])[CH3:23])[N:16]=2)=[C:6]([C:8]2[CH:13]=[CH:12][CH:11]=[CH:10][C:9]=2[Br:14])[N:7]=1.[O:27]1CCOCC1. Product: [NH2:1][C:2]1[C:3]([C:25]([NH2:26])=[O:27])=[N:4][C:5]([C:15]2[CH:20]=[CH:19][C:18](=[O:21])[N:17]([CH:22]([CH3:24])[CH3:23])[N:16]=2)=[C:6]([C:8]2[CH:13]=[CH:12][CH:11]=[CH:10][C:9]=2[Br:14])[N:7]=1. The catalyst class is: 844. (4) The catalyst class is: 192. Product: [Cl:21][C:17]1[CH:18]=[C:19]2[NH:20][C:12]([C:10]3[CH:9]=[CH:8][N:7]=[C:6]([NH:5][C:3](=[O:4])[CH2:2][N:29]4[CH2:34][CH2:33][CH:32]([OH:35])[CH2:31][CH2:30]4)[CH:11]=3)=[C:13]([C:22]3[CH:27]=[CH:26][C:25]([F:28])=[CH:24][N:23]=3)[C:14]2=[N:15][CH:16]=1. Reactant: Cl[CH2:2][C:3]([NH:5][C:6]1[CH:11]=[C:10]([C:12]2[NH:20][C:19]3[C:14](=[N:15][CH:16]=[C:17]([Cl:21])[CH:18]=3)[C:13]=2[C:22]2[CH:27]=[CH:26][C:25]([F:28])=[CH:24][N:23]=2)[CH:9]=[CH:8][N:7]=1)=[O:4].[NH:29]1[CH2:34][CH2:33][CH:32]([OH:35])[CH2:31][CH2:30]1.C(O)(C(F)(F)F)=O. (5) Reactant: [CH3:1][O:2][C:3]1[CH:4]=[N:5][C:6]2[CH:7]=[CH:8][CH:9]=[C:10]([OH:13])[C:11]=2[CH:12]=1.[H-].[Na+].[CH2:16]([O:23][C:24]([N:26]1[CH2:31][CH2:30][N:29]([CH2:32][CH2:33]OS(C)(=O)=O)[CH2:28][CH2:27]1)=[O:25])[C:17]1[CH:22]=[CH:21][CH:20]=[CH:19][CH:18]=1. Product: [CH2:16]([O:23][C:24]([N:26]1[CH2:27][CH2:28][N:29]([CH2:32][CH2:33][O:13][C:10]2[CH:9]=[CH:8][CH:7]=[C:6]3[C:11]=2[CH:12]=[C:3]([O:2][CH3:1])[CH:4]=[N:5]3)[CH2:30][CH2:31]1)=[O:25])[C:17]1[CH:22]=[CH:21][CH:20]=[CH:19][CH:18]=1. The catalyst class is: 3. (6) Product: [CH2:17]([O:24][C:25]1[CH:30]=[CH:29][C:28]([CH2:31][C:32]([CH3:43])([O:36][C:37]2[CH:38]=[CH:39][CH:40]=[CH:41][CH:42]=2)[C:33]([OH:35])=[O:34])=[CH:27][C:26]=1[O:45][CH3:46])[C:18]1[CH:19]=[CH:20][CH:21]=[CH:22][CH:23]=1. Reactant: [SiH](CC)(CC)CC.B(F)(F)F.CCOCC.[CH2:17]([O:24][C:25]1[CH:30]=[CH:29][C:28]([CH:31](O)[C:32]([CH3:43])([O:36][C:37]2[CH:42]=[CH:41][CH:40]=[CH:39][CH:38]=2)[C:33]([OH:35])=[O:34])=[CH:27][C:26]=1[O:45][CH3:46])[C:18]1[CH:23]=[CH:22][CH:21]=[CH:20][CH:19]=1. The catalyst class is: 2. (7) Reactant: [CH:1]([O:4][C:5](=[O:19])[CH:6]([OH:18])[CH:7]([CH2:14][C:15]([CH3:17])=[CH2:16])[C:8]([O:10][CH:11]([CH3:13])[CH3:12])=[O:9])([CH3:3])[CH3:2]. Product: [CH:1]([O:4][C:5](=[O:19])[CH:6]([OH:18])[CH:7]([CH2:14][CH:15]([CH3:17])[CH3:16])[C:8]([O:10][CH:11]([CH3:12])[CH3:13])=[O:9])([CH3:3])[CH3:2]. The catalyst class is: 8.